This data is from Reaction yield outcomes from USPTO patents with 853,638 reactions. The task is: Predict the reaction yield, written as a fraction of the theoretical maximum amount of product (1.0 means a 100% yield; for example, 0.34 means a 34% yield). (1) The reactants are [CH3:1][C:2]1([CH3:12])[CH:7]2[CH2:8][CH:3]1[CH2:4][CH:5]=[C:6]2[CH2:9][CH2:10]O.C(Br)(Br)(Br)[Br:14].C1C=CC(P(C2C=CC=CC=2)C2C=CC=CC=2)=CC=1. The catalyst is C(Cl)Cl. The product is [Br:14][CH2:10][CH2:9][C:6]1[CH:7]2[CH2:8][CH:3]([CH2:4][CH:5]=1)[C:2]2([CH3:12])[CH3:1]. The yield is 0.900. (2) The yield is 0.847. The reactants are [CH:1]([C:3]1[CH:18]=[CH:17][C:6]([O:7][C:8]2[CH:16]=[CH:15][C:11]([C:12]([NH2:14])=[O:13])=[CH:10][N:9]=2)=[C:5]([O:19][CH3:20])[CH:4]=1)=O.[F:21][C:22]1[CH:30]=[CH:29][CH:28]=[CH:27][C:23]=1[CH2:24][CH2:25][NH2:26]. The product is [F:21][C:22]1[CH:30]=[CH:29][CH:28]=[CH:27][C:23]=1[CH2:24][CH2:25][NH:26][CH2:1][C:3]1[CH:18]=[CH:17][C:6]([O:7][C:8]2[CH:16]=[CH:15][C:11]([C:12]([NH2:14])=[O:13])=[CH:10][N:9]=2)=[C:5]([O:19][CH3:20])[CH:4]=1. No catalyst specified. (3) The reactants are [C:1]1([CH:9]=[C:7]([OH:8])[CH:6]=[C:4]([OH:5])[CH:3]=1)[OH:2].[OH:10][C:11]1[CH:16]=[CH:15][C:14]([CH2:17][C:18]#N)=[CH:13][CH:12]=1.[Cl-].[Al+3].[Cl-].[Cl-].Cl.[Cl-].[Ca+2].[Cl-].C([O:30]CC)C. No catalyst specified. The product is [OH:2][C:1]1[CH:9]=[C:7]([OH:8])[CH:6]=[C:4]([OH:5])[C:3]=1[C:18]([CH2:17][C:14]1[CH:15]=[CH:16][C:11]([OH:10])=[CH:12][CH:13]=1)=[O:30]. The yield is 0.540. (4) The catalyst is C1COCC1. The product is [CH3:1][N:2]1[C:6]2[C:7]3[CH:8]=[C:9]([N+:15]([O-:17])=[O:16])[CH:10]=[CH:11][C:12]=3[S:13][CH2:14][C:5]=2[C:4]([C:18]([N:52]2[CH2:57][CH2:56][O:55][CH2:54][CH2:53]2)=[O:20])=[N:3]1. The yield is 0.770. The reactants are [CH3:1][N:2]1[C:6]2[C:7]3[CH:8]=[C:9]([N+:15]([O-:17])=[O:16])[CH:10]=[CH:11][C:12]=3[S:13][CH2:14][C:5]=2[C:4]([C:18]([OH:20])=O)=[N:3]1.C(N(CC)CC)C.C(P1(=O)OP(CCC)(=O)OP(CCC)(=O)O1)CC.CCOC(C)=O.[NH:52]1[CH2:57][CH2:56][O:55][CH2:54][CH2:53]1.